Dataset: Full USPTO retrosynthesis dataset with 1.9M reactions from patents (1976-2016). Task: Predict the reactants needed to synthesize the given product. (1) Given the product [C:1]([CH:5]1[CH2:6][CH2:7][CH:8]([N:11]([CH2:23][C:24]2[CH:25]=[CH:26][C:27]([C:28]([NH:39][C:38]3[NH:37][N:36]=[N:35][N:34]=3)=[O:30])=[CH:31][CH:32]=2)[C:12]2[N:16]([CH3:17])[C:15]3[CH:18]=[CH:19][C:20]([OH:22])=[CH:21][C:14]=3[N:13]=2)[CH2:9][CH2:10]1)([CH3:2])([CH3:3])[CH3:4], predict the reactants needed to synthesize it. The reactants are: [C:1]([CH:5]1[CH2:10][CH2:9][CH:8]([N:11]([CH2:23][C:24]2[CH:32]=[CH:31][C:27]([C:28]([OH:30])=O)=[CH:26][CH:25]=2)[C:12]2[N:16]([CH3:17])[C:15]3[CH:18]=[CH:19][C:20]([OH:22])=[CH:21][C:14]=3[N:13]=2)[CH2:7][CH2:6]1)([CH3:4])([CH3:3])[CH3:2].O.[NH:34]1[C:38]([NH2:39])=[N:37][N:36]=[N:35]1.C1C=CC2N(O)N=NC=2C=1.CCN(C(C)C)C(C)C.C(Cl)CCl. (2) Given the product [Br:20][CH2:14][C:13]1[C:9]([C:3]2[C:2]([Cl:1])=[CH:7][CH:6]=[CH:5][C:4]=2[Cl:8])=[N:10][O:11][C:12]=1[CH:16]([CH3:18])[CH3:17], predict the reactants needed to synthesize it. The reactants are: [Cl:1][C:2]1[CH:7]=[CH:6][CH:5]=[C:4]([Cl:8])[C:3]=1[C:9]1[C:13]([CH2:14]O)=[C:12]([CH:16]([CH3:18])[CH3:17])[O:11][N:10]=1.P(Br)(Br)[Br:20]. (3) Given the product [F:21][C:22]1[CH:27]=[CH:26][CH:25]=[CH:24][C:23]=1[O:1][CH2:2][C@@H:3]1[CH2:8][CH2:7][C@H:6]([CH2:9][NH:10][C:11](=[O:20])[O:12][CH2:13][C:14]2[CH:15]=[CH:16][CH:17]=[CH:18][CH:19]=2)[CH2:5][CH2:4]1, predict the reactants needed to synthesize it. The reactants are: [OH:1][CH2:2][C@@H:3]1[CH2:8][CH2:7][C@H:6]([CH2:9][NH:10][C:11](=[O:20])[O:12][CH2:13][C:14]2[CH:19]=[CH:18][CH:17]=[CH:16][CH:15]=2)[CH2:5][CH2:4]1.[F:21][C:22]1[CH:27]=[CH:26][CH:25]=[CH:24][C:23]=1O. (4) Given the product [OH:1][CH:2]([CH3:37])[CH2:3][CH2:4][N:5]1[C:13](=[O:14])[C:12]2[NH:11][C:10]([O:23][C:24]3[CH:29]=[CH:28][CH:27]=[C:26]([O:30][C:31]([F:33])([F:34])[F:32])[CH:25]=3)=[N:9][C:8]=2[N:7]([CH3:35])[C:6]1=[O:36], predict the reactants needed to synthesize it. The reactants are: [OH:1][CH:2]([CH3:37])[CH2:3][CH2:4][N:5]1[C:13](=[O:14])[C:12]2[N:11](COCC[Si](C)(C)C)[C:10]([O:23][C:24]3[CH:29]=[CH:28][CH:27]=[C:26]([O:30][C:31]([F:34])([F:33])[F:32])[CH:25]=3)=[N:9][C:8]=2[N:7]([CH3:35])[C:6]1=[O:36].CCCC[N+](CCCC)(CCCC)CCCC.[F-].